Dataset: Forward reaction prediction with 1.9M reactions from USPTO patents (1976-2016). Task: Predict the product of the given reaction. (1) Given the reactants [F:1][C:2]1[CH:7]=[CH:6][C:5]([C:8]2[CH:13]=[CH:12][N:11]=[C:10]([NH:14][C:15]3[CH:20]=[CH:19][C:18]([S:21]([N:24]4[CH2:29][CH2:28][CH:27]([NH:30][CH3:31])[CH2:26][CH2:25]4)(=[O:23])=[O:22])=[CH:17][CH:16]=3)[N:9]=2)=[CH:4][CH:3]=1.[CH3:32][S:33]([CH:36]=[CH2:37])(=[O:35])=[O:34], predict the reaction product. The product is: [F:1][C:2]1[CH:7]=[CH:6][C:5]([C:8]2[CH:13]=[CH:12][N:11]=[C:10]([NH:14][C:15]3[CH:20]=[CH:19][C:18]([S:21]([N:24]4[CH2:25][CH2:26][CH:27]([N:30]([CH2:37][CH2:36][S:33]([CH3:32])(=[O:35])=[O:34])[CH3:31])[CH2:28][CH2:29]4)(=[O:23])=[O:22])=[CH:17][CH:16]=3)[N:9]=2)=[CH:4][CH:3]=1. (2) Given the reactants [CH3:1][O:2][C:3]1[CH:14]=[C:13]([N+:15]([O-])=O)[CH:12]=[CH:11][C:4]=1[C:5]([NH:7][CH:8]([CH3:10])[CH3:9])=[O:6].[Sn](Cl)(Cl)(Cl)Cl.O.C(=O)(O)[O-].[Na+], predict the reaction product. The product is: [NH2:15][C:13]1[CH:12]=[CH:11][C:4]([C:5]([NH:7][CH:8]([CH3:10])[CH3:9])=[O:6])=[C:3]([O:2][CH3:1])[CH:14]=1. (3) Given the reactants [N:1]1[CH:6]=[CH:5][C:4]([CH2:7][N:8]2[C:16]3[C:11](=[CH:12][C:13]([OH:17])=[CH:14][CH:15]=3)[C:10]([CH3:19])([CH3:18])[CH2:9]2)=[CH:3][CH:2]=1.[CH3:20][N:21]([CH3:31])[C:22]1[CH:27]=[CH:26][C:25]([N:28]=[C:29]=[O:30])=[CH:24][CH:23]=1, predict the reaction product. The product is: [CH3:20][N:21]([CH3:31])[C:22]1[CH:27]=[CH:26][C:25]([NH:28][C:29](=[O:30])[O:17][C:13]2[CH:12]=[C:11]3[C:16](=[CH:15][CH:14]=2)[N:8]([CH2:7][C:4]2[CH:5]=[CH:6][N:1]=[CH:2][CH:3]=2)[CH2:9][C:10]3([CH3:19])[CH3:18])=[CH:24][CH:23]=1.